Dataset: Full USPTO retrosynthesis dataset with 1.9M reactions from patents (1976-2016). Task: Predict the reactants needed to synthesize the given product. Given the product [Br:1][C:2]1[CH:3]=[C:4]([O:13][CH2:14][C@@H:15]2[CH2:20][CH2:19][CH2:18][NH:17][CH2:16]2)[C:5]2[N:6]([CH:11]=[N:10][CH:9]=2)[C:7]=1[Cl:8], predict the reactants needed to synthesize it. The reactants are: [Br:1][C:2]1[CH:3]=[C:4]([O:13][CH2:14][C@@H:15]2[CH2:20][CH2:19][CH2:18][N:17](C(OC(C)(C)C)=O)[CH2:16]2)[C:5]([CH2:9][NH:10][CH:11]=O)=[N:6][C:7]=1[Cl:8].P(Cl)(Cl)(Cl)=O.Cl.O1CCOCC1.